Dataset: Peptide-MHC class I binding affinity with 185,985 pairs from IEDB/IMGT. Task: Regression. Given a peptide amino acid sequence and an MHC pseudo amino acid sequence, predict their binding affinity value. This is MHC class I binding data. (1) The MHC is HLA-A03:01 with pseudo-sequence HLA-A03:01. The binding affinity (normalized) is 0.977. The peptide sequence is MLNRVQILMK. (2) The peptide sequence is VIEDITFLR. The MHC is HLA-A03:01 with pseudo-sequence HLA-A03:01. The binding affinity (normalized) is 0.320. (3) The peptide sequence is RTLLGLILFV. The MHC is HLA-A68:01 with pseudo-sequence HLA-A68:01. The binding affinity (normalized) is 0.240. (4) The peptide sequence is EYVGKTVWF. The MHC is HLA-A24:03 with pseudo-sequence HLA-A24:03. The binding affinity (normalized) is 0.699. (5) The peptide sequence is HMRTRDGAL. The binding affinity (normalized) is 0.710. The MHC is HLA-B08:01 with pseudo-sequence HLA-B08:01. (6) The MHC is HLA-A26:01 with pseudo-sequence HLA-A26:01. The binding affinity (normalized) is 0.216. The peptide sequence is KTSTLIFFV.